Dataset: Reaction yield outcomes from USPTO patents with 853,638 reactions. Task: Predict the reaction yield, written as a fraction of the theoretical maximum amount of product (1.0 means a 100% yield; for example, 0.34 means a 34% yield). (1) The reactants are [NH2:1][NH2:2].[F:3][CH:4]([C:7](=O)[C:8]([CH3:11])([CH3:10])[CH3:9])[C:5]#[N:6]. The catalyst is C(O)C. The product is [C:8]([C:7]1[C:4]([F:3])=[C:5]([NH2:6])[NH:2][N:1]=1)([CH3:11])([CH3:10])[CH3:9]. The yield is 0.540. (2) The reactants are [C:1]([O:5][C:6]([N:8]1[CH2:11][C:10]([CH3:41])([NH:12][C:13]2[CH:14]=[C:15]3[C:24](=[CH:25][C:26]=2[C:27]([F:30])([F:29])[F:28])[O:23][CH2:22][C:21]2[N:16]3[CH:17]([CH3:40])[C:18](=[O:39])[N:19]([CH2:31][O:32][CH2:33][CH2:34][Si:35]([CH3:38])([CH3:37])[CH3:36])[N:20]=2)[CH2:9]1)=[O:7])([CH3:4])([CH3:3])[CH3:2].C=O.CO.[BH3-][C:47]#N.[Na+]. The catalyst is CC(O)C.CC(O)=O. The product is [CH3:41][C:10]1([N:12]([CH3:47])[C:13]2[C:26]([C:27]([F:29])([F:28])[F:30])=[CH:25][C:24]3[O:23][CH2:22][C:21]4=[N:20][N:19]([CH2:31][O:32][CH2:33][CH2:34][Si:35]([CH3:36])([CH3:37])[CH3:38])[C:18](=[O:39])[CH:17]([CH3:40])[N:16]4[C:15]=3[CH:14]=2)[CH2:9][N:8]([C:6]([O:5][C:1]([CH3:4])([CH3:3])[CH3:2])=[O:7])[CH2:11]1. The yield is 0.530. (3) The reactants are [H-].[Na+].[C:3]([C:5]1[C:6]([NH:13][C:14](=[O:16])[CH3:15])=[N:7][C:8]([S:11][CH3:12])=[N:9][CH:10]=1)#[N:4].Br[CH2:18][CH2:19][CH2:20][O:21][Si:22]([C:25]([CH3:28])([CH3:27])[CH3:26])([CH3:24])[CH3:23]. The catalyst is CS(C)=O. The product is [NH2:4][C:3]1[C:5]2[CH:10]=[N:9][C:8]([S:11][CH3:12])=[N:7][C:6]=2[N:13]([CH2:18][CH2:19][CH2:20][O:21][Si:22]([C:25]([CH3:26])([CH3:28])[CH3:27])([CH3:23])[CH3:24])[C:14](=[O:16])[CH:15]=1.[C:25]([Si:22]([CH3:24])([CH3:23])[O:21][CH2:20][CH2:19][CH2:18][N:13]([C:6]1[C:5]([C:3]#[N:4])=[CH:10][N:9]=[C:8]([S:11][CH3:12])[N:7]=1)[C:14](=[O:16])[CH3:15])([CH3:28])([CH3:27])[CH3:26]. The yield is 0.220. (4) The reactants are [NH2:1][C:2]1[CH:3]=[C:4]([CH:8]=[C:9]([C:11]2[CH2:15][CH2:14][CH2:13][CH:12]=2)[CH:10]=1)[C:5]([OH:7])=[O:6]. The catalyst is C(O)C.[Pd]. The product is [NH2:1][C:2]1[CH:3]=[C:4]([CH:8]=[C:9]([CH:11]2[CH2:12][CH2:13][CH2:14][CH2:15]2)[CH:10]=1)[C:5]([OH:7])=[O:6]. The yield is 0.920.